Dataset: Full USPTO retrosynthesis dataset with 1.9M reactions from patents (1976-2016). Task: Predict the reactants needed to synthesize the given product. (1) Given the product [NH2:1][C:2]1[C:10]2[C:5](=[N:6][C:7]([CH3:13])=[C:8]([O:12][CH2:28][CH2:29][Cl:30])[C:9]=2[CH3:11])[S:4][C:3]=1[C:14]([O:16][C:17]([CH3:20])([CH3:19])[CH3:18])=[O:15], predict the reactants needed to synthesize it. The reactants are: [NH2:1][C:2]1[C:10]2[C:5](=[N:6][C:7]([CH3:13])=[C:8]([OH:12])[C:9]=2[CH3:11])[S:4][C:3]=1[C:14]([O:16][C:17]([CH3:20])([CH3:19])[CH3:18])=[O:15].C([O-])([O-])=O.[K+].[K+].Br[CH2:28][CH2:29][Cl:30].O. (2) Given the product [CH3:29][S:30]([O:21][CH2:20][C:11]1[CH:12]=[C:13]([C:14]2[CH:19]=[CH:18][CH:17]=[CH:16][CH:15]=2)[N:9]([C:6]2[CH:7]=[N:8][C:3]([O:2][CH3:1])=[CH:4][CH:5]=2)[N:10]=1)(=[O:32])=[O:31], predict the reactants needed to synthesize it. The reactants are: [CH3:1][O:2][C:3]1[N:8]=[CH:7][C:6]([N:9]2[C:13]([C:14]3[CH:19]=[CH:18][CH:17]=[CH:16][CH:15]=3)=[CH:12][C:11]([CH2:20][OH:21])=[N:10]2)=[CH:5][CH:4]=1.C(N(CC)CC)C.[CH3:29][S:30](Cl)(=[O:32])=[O:31]. (3) Given the product [O:13]=[C:11]1[CH2:4][C@@H:5]2[CH2:6][N:7]([C:14]([O:16][C:17]([CH3:18])([CH3:19])[CH3:20])=[O:15])[CH2:8][C@@H:9]2[CH2:10]1, predict the reactants needed to synthesize it. The reactants are: C([CH2:4][C@H:5]1[C@@H:9]([CH2:10][C:11]([OH:13])=O)[CH2:8][N:7]([C:14]([O:16][C:17]([CH3:20])([CH3:19])[CH3:18])=[O:15])[CH2:6]1)(O)=O.C([O-])(=O)C.[Na+]. (4) Given the product [CH3:31][O:30][C:28]([C:26]1[N:27]=[C:23]([C:20]2[CH:21]=[CH:22][C:17]([NH:16][C:9]([C:4]3[NH:5][C:6]([CH2:7][CH3:8])=[C:2]([Cl:1])[N:3]=3)=[O:11])=[C:18]([CH3:33])[CH:19]=2)[O:24][C:25]=1[CH3:32])=[O:29], predict the reactants needed to synthesize it. The reactants are: [Cl:1][C:2]1[N:3]=[C:4]([C:9]([OH:11])=O)[NH:5][C:6]=1[CH2:7][CH3:8].S(Cl)(Cl)=O.[NH2:16][C:17]1[CH:22]=[CH:21][C:20]([C:23]2[O:24][C:25]([CH3:32])=[C:26]([C:28]([O:30][CH3:31])=[O:29])[N:27]=2)=[CH:19][C:18]=1[CH3:33].